Regression. Given a peptide amino acid sequence and an MHC pseudo amino acid sequence, predict their binding affinity value. This is MHC class II binding data. From a dataset of Peptide-MHC class II binding affinity with 134,281 pairs from IEDB. (1) The peptide sequence is GELQIVDKIDAATKI. The MHC is DRB1_1501 with pseudo-sequence DRB1_1501. The binding affinity (normalized) is 0.297. (2) The peptide sequence is KQAYAATVATAPEVK. The MHC is HLA-DQA10401-DQB10402 with pseudo-sequence HLA-DQA10401-DQB10402. The binding affinity (normalized) is 0.483. (3) The peptide sequence is PTLAFPAGVCPTIGV. The MHC is HLA-DPA10201-DPB10501 with pseudo-sequence HLA-DPA10201-DPB10501. The binding affinity (normalized) is 0.112. (4) The peptide sequence is AAAGAEAGKATTEEQ. The MHC is DRB1_0901 with pseudo-sequence DRB1_0901. The binding affinity (normalized) is 0.176. (5) The peptide sequence is LVQSYGWNIVTMKSGVDV. The MHC is DRB3_0101 with pseudo-sequence DRB3_0101. The binding affinity (normalized) is 0.204. (6) The peptide sequence is GVEGIGLQYLGYVIRK. The MHC is DRB3_0202 with pseudo-sequence DRB3_0202. The binding affinity (normalized) is 0.480. (7) The peptide sequence is MAKLLGRDPEQSQEAL. The MHC is DRB1_1301 with pseudo-sequence DRB1_1301. The binding affinity (normalized) is 0. (8) The peptide sequence is SQDLELSWNLNGGQAY. The MHC is DRB1_1302 with pseudo-sequence DRB1_1302. The binding affinity (normalized) is 0.680.